This data is from Full USPTO retrosynthesis dataset with 1.9M reactions from patents (1976-2016). The task is: Predict the reactants needed to synthesize the given product. (1) Given the product [CH3:1][O:2][C:3]1[CH:4]=[C:5]2[C:9](=[CH:10][CH:11]=1)[N:8]([CH2:19][C:20]1[O:24][C:23]([C:25]#[N:26])=[CH:22][CH:21]=1)[C:7]([C:12]1([CH3:15])[CH2:13][CH2:14]1)=[CH:6]2, predict the reactants needed to synthesize it. The reactants are: [CH3:1][O:2][C:3]1[CH:4]=[C:5]2[C:9](=[CH:10][CH:11]=1)[NH:8][C:7]([C:12]1([CH3:15])[CH2:14][CH2:13]1)=[CH:6]2.[H-].[Na+].Cl[CH2:19][C:20]1[O:24][C:23]([C:25]#[N:26])=[CH:22][CH:21]=1.[Cl-].[NH4+]. (2) Given the product [Cl:1][C:2]1[CH:20]=[C:19]([Cl:21])[CH:18]=[CH:17][C:3]=1[C:4]([NH:6][C:7]1[CH:12]=[CH:11][C:10]([C:13]([F:16])([F:15])[F:14])=[CH:9][CH:8]=1)=[NH:28], predict the reactants needed to synthesize it. The reactants are: [Cl:1][C:2]1[CH:20]=[C:19]([Cl:21])[CH:18]=[CH:17][C:3]=1[C:4]([NH:6][C:7]1[CH:12]=[CH:11][C:10]([C:13]([F:16])([F:15])[F:14])=[CH:9][CH:8]=1)=O.P(Cl)(Cl)(Cl)(Cl)Cl.[NH3:28].C([O-])(O)=O.[Na+]. (3) Given the product [S:28]([CH2:26][CH3:27])([OH:31])(=[O:30])=[O:29].[OH:1][C:2]1[NH:3][C:4]2[C:9]([C:10]=1[C:11]1[CH:16]=[CH:15][C:14]([CH2:17][N:18]3[CH2:19][CH2:20][O:21][CH2:22][CH2:23]3)=[CH:13][N:12]=1)=[CH:8][C:7]([C:24]#[N:25])=[CH:6][CH:5]=2, predict the reactants needed to synthesize it. The reactants are: [OH:1][C:2]1[NH:3][C:4]2[C:9]([C:10]=1[C:11]1[CH:16]=[CH:15][C:14]([CH2:17][N:18]3[CH2:23][CH2:22][O:21][CH2:20][CH2:19]3)=[CH:13][N:12]=1)=[CH:8][C:7]([C:24]#[N:25])=[CH:6][CH:5]=2.[CH2:26]([S:28]([OH:31])(=[O:30])=[O:29])[CH3:27]. (4) Given the product [CH3:28][O:29][C:30]1[CH:31]=[C:32]([CH:35]=[CH:36][CH:37]=1)[CH2:33][O:20][C:17]1[CH:18]=[CH:19][C:14]([CH2:13][C:10]2[CH:9]=[C:8]([C:7]3[C:2]([NH2:1])=[N:3][CH:4]=[CH:5][CH:6]=3)[O:12][N:11]=2)=[CH:15][CH:16]=1, predict the reactants needed to synthesize it. The reactants are: [NH2:1][C:2]1[C:7]([C:8]2[O:12][N:11]=[C:10]([CH2:13][C:14]3[CH:19]=[CH:18][C:17]([OH:20])=[CH:16][CH:15]=3)[CH:9]=2)=[CH:6][CH:5]=[CH:4][N:3]=1.O1CCCC1.[OH-].[Na+].[CH3:28][O:29][C:30]1[CH:31]=[C:32]([CH:35]=[CH:36][CH:37]=1)[CH2:33]Cl. (5) Given the product [C:38]([O:37][C@@H:16]([C:17]1[C:18]([C:30]2[CH:31]=[CH:32][C:33]([Cl:36])=[CH:34][CH:35]=2)=[C:19]2[C:24](=[CH:25][C:26]=1[CH3:27])[N:23]=[C:22]([CH:28]=[CH2:29])[CH:21]=[CH:20]2)[CH2:15][OH:14])([CH3:39])([CH3:40])[CH3:41], predict the reactants needed to synthesize it. The reactants are: OC(C(F)(F)F)=O.C([O:14][CH2:15][C@@H:16]([O:37][C:38]([CH3:41])([CH3:40])[CH3:39])[C:17]1[C:18]([C:30]2[CH:35]=[CH:34][C:33]([Cl:36])=[CH:32][CH:31]=2)=[C:19]2[C:24](=[CH:25][C:26]=1[CH3:27])[N:23]=[C:22]([CH:28]=[CH2:29])[CH:21]=[CH:20]2)(=O)C(C)(C)C.[OH-].[Na+]. (6) Given the product [NH2:8][C:5]1[N:6]=[CH:7][C:2]([C:52]#[N:53])=[N:3][C:4]=1[C:9]1[O:10][C:11]([C:14]([CH3:17])([CH3:16])[CH3:15])=[N:12][N:13]=1, predict the reactants needed to synthesize it. The reactants are: Br[C:2]1[N:3]=[C:4]([C:9]2[O:10][C:11]([C:14]([CH3:17])([CH3:16])[CH3:15])=[N:12][N:13]=2)[C:5]([NH2:8])=[N:6][CH:7]=1.C1(P(C2CCCCC2)C2C=CC=CC=2C2C(C(C)C)=CC(C(C)C)=CC=2C(C)C)CCCCC1.[C:52]([Zn]C#N)#[N:53]. (7) Given the product [CH3:17][C:11]1([CH2:12][CH2:13][C:14]([O:15][CH2:27][CH3:28])=[O:16])[C:22]2[CH:21]=[CH:20][S:19][C:18]=2[C:7]2[S:6][CH:10]=[CH:9][C:8]1=2, predict the reactants needed to synthesize it. The reactants are: OS(O)(=O)=O.[S:6]1[CH:10]=[CH:9][C:8]([C:11]2([CH3:17])[O:15][C:14](=[O:16])[CH2:13][CH2:12]2)=[C:7]1[C:18]1[S:19][CH:20]=[CH:21][CH:22]=1.C(Cl)Cl.O.[CH2:27](O)[CH3:28]. (8) Given the product [CH3:1][CH:2]([CH2:6][CH2:7][CH:8]([CH3:12])[CH:9]([CH3:11])[CH3:10])[CH2:3][C:4]#[N:5], predict the reactants needed to synthesize it. The reactants are: [CH3:1][C:2]([CH2:6][CH2:7][C:8]([CH3:12])=[C:9]([CH3:11])[CH3:10])=[CH:3][C:4]#[N:5].[H][H]. (9) Given the product [C:49]1(/[CH:48]=[CH:47]/[C:2]2[CH:10]=[CH:9][CH:8]=[C:7]3[C:3]=2[C:4]([O:11][C@@H:12]2[O:38][C@H:37]([CH2:39][O:40][C:41](=[O:46])[C:42]([CH3:45])([CH3:44])[CH3:43])[C@@H:29]([O:30][C:31](=[O:36])[C:32]([CH3:33])([CH3:34])[CH3:35])[C@H:21]([O:22][C:23](=[O:28])[C:24]([CH3:25])([CH3:26])[CH3:27])[C@H:13]2[O:14][C:15](=[O:20])[C:16]([CH3:19])([CH3:18])[CH3:17])=[N:5][NH:6]3)[CH:54]=[CH:53][CH:52]=[CH:51][CH:50]=1, predict the reactants needed to synthesize it. The reactants are: Br[C:2]1[CH:10]=[CH:9][CH:8]=[C:7]2[C:3]=1[C:4]([O:11][C@@H:12]1[O:38][C@H:37]([CH2:39][O:40][C:41](=[O:46])[C:42]([CH3:45])([CH3:44])[CH3:43])[C@@H:29]([O:30][C:31](=[O:36])[C:32]([CH3:35])([CH3:34])[CH3:33])[C@H:21]([O:22][C:23](=[O:28])[C:24]([CH3:27])([CH3:26])[CH3:25])[C@H:13]1[O:14][C:15](=[O:20])[C:16]([CH3:19])([CH3:18])[CH3:17])=[N:5][NH:6]2.[CH2:47]=[CH:48][C:49]1[CH:54]=[CH:53][CH:52]=[CH:51][CH:50]=1.C(N(CC)CC)C.CC1C=CC=CC=1P(C1C=CC=CC=1C)C1C=CC=CC=1C.